Dataset: Reaction yield outcomes from USPTO patents with 853,638 reactions. Task: Predict the reaction yield, written as a fraction of the theoretical maximum amount of product (1.0 means a 100% yield; for example, 0.34 means a 34% yield). (1) The reactants are C([S-])#N.[K+:4].[CH2:5]([O:12][CH:13]1[CH2:16][CH:15]([S:17]([O:20]CCCC)(=[O:19])=[O:18])[CH2:14]1)[C:6]1[CH:11]=[CH:10][CH:9]=[CH:8][CH:7]=1.C(OCC)(=O)C. The product is [CH2:5]([O:12][CH:13]1[CH2:14][CH:15]([S:17]([O-:20])(=[O:19])=[O:18])[CH2:16]1)[C:6]1[CH:11]=[CH:10][CH:9]=[CH:8][CH:7]=1.[K+:4]. The yield is 0.700. The catalyst is COCCOC.O.CCCCCC. (2) The reactants are [Si:1]([O:8][C:9]1[CH:14]=[CH:13][C:12]([C:15]2[N:16]=[C:17]([C:22]3[CH:26]=[CH:25][S:24][CH:23]=3)[C:18]([NH2:21])=[N:19][CH:20]=2)=[CH:11][CH:10]=1)([C:4]([CH3:7])([CH3:6])[CH3:5])([CH3:3])[CH3:2].[Si:27]([O:34][C:35]1[CH:40]=[CH:39][C:38]([CH2:41][C:42](Cl)=[O:43])=[CH:37][CH:36]=1)([C:30]([CH3:33])([CH3:32])[CH3:31])([CH3:29])[CH3:28].O. The catalyst is CN(C)C1C=CN=CC=1.N1C=CC=CC=1. The product is [Si:27]([O:34][C:35]1[CH:36]=[CH:37][C:38]([CH2:41][C:42]([NH:21][C:18]2[C:17]([C:22]3[CH:26]=[CH:25][S:24][CH:23]=3)=[N:16][C:15]([C:12]3[CH:11]=[CH:10][C:9]([O:8][Si:1]([C:4]([CH3:7])([CH3:5])[CH3:6])([CH3:2])[CH3:3])=[CH:14][CH:13]=3)=[CH:20][N:19]=2)=[O:43])=[CH:39][CH:40]=1)([C:30]([CH3:33])([CH3:32])[CH3:31])([CH3:29])[CH3:28]. The yield is 0.690. (3) The reactants are [Cl:1][C:2]1[CH:7]=[CH:6][C:5]([C:8]2[N:12]([C:13]3[CH:18]=[CH:17][CH:16]=[CH:15][C:14]=3[O:19][CH3:20])[N:11]=[C:10]([CH:21]3[CH2:26][C:25]([CH3:28])([CH3:27])[O:24][C:23]([CH3:30])([CH3:29])[CH2:22]3)[CH:9]=2)=[CH:4][CH:3]=1.C1C(=O)N([Br:38])C(=O)C1. The catalyst is C(Cl)Cl. The product is [Br:38][C:9]1[C:10]([CH:21]2[CH2:26][C:25]([CH3:28])([CH3:27])[O:24][C:23]([CH3:30])([CH3:29])[CH2:22]2)=[N:11][N:12]([C:13]2[CH:18]=[CH:17][CH:16]=[CH:15][C:14]=2[O:19][CH3:20])[C:8]=1[C:5]1[CH:6]=[CH:7][C:2]([Cl:1])=[CH:3][CH:4]=1. The yield is 0.400. (4) The reactants are [F:1][C:2]([F:31])([F:30])[C:3]1[CH:8]=[CH:7][C:6]([C:9]2[S:13][CH:12]=[C:11]([C:14](=[N:16][NH:17][C:18]([C:20]3[S:24][C:23]([C:25]([O:27]C)=[O:26])=[CH:22][CH:21]=3)=[O:19])[CH3:15])[C:10]=2[OH:29])=[CH:5][CH:4]=1.[OH-].[Na+].Cl. The catalyst is C(O)(C)(C)C. The product is [F:31][C:2]([F:1])([F:30])[C:3]1[CH:8]=[CH:7][C:6]([C:9]2[S:13][CH:12]=[C:11]([C:14](=[N:16][NH:17][C:18]([C:20]3[S:24][C:23]([C:25]([OH:27])=[O:26])=[CH:22][CH:21]=3)=[O:19])[CH3:15])[C:10]=2[OH:29])=[CH:5][CH:4]=1. The yield is 0.270.